From a dataset of Aqueous solubility values for 9,982 compounds from the AqSolDB database. Regression/Classification. Given a drug SMILES string, predict its absorption, distribution, metabolism, or excretion properties. Task type varies by dataset: regression for continuous measurements (e.g., permeability, clearance, half-life) or binary classification for categorical outcomes (e.g., BBB penetration, CYP inhibition). For this dataset (solubility_aqsoldb), we predict Y. (1) The molecule is CC(C)(C)CC(=O)OCC(=O)[C@@]12OC(C)(C)O[C@@H]1C[C@H]1[C@@H]3CCC4=CC(=O)C=C[C@]4(C)[C@@]3(F)[C@@H](O)C[C@@]12C. The Y is -5.12 log mol/L. (2) The compound is COCCOC(=O)Oc1ccc(NC(C)=O)cc1. The Y is -1.69 log mol/L. (3) The compound is O=[N+]([O-])c1ccc(Cl)c(Cl)c1. The Y is -3.20 log mol/L. (4) The compound is Cc1cc(Cc2c(Cl)cccc2Cl)c(Cl)cc1Cl. The Y is -8.36 log mol/L. (5) The compound is Cc1cc(C)c(S(=O)(=O)NC2CCCCC2)c(C)c1Nc1ccc(Nc2c(C)cc(C)c(S(=O)(=O)NC3CCCCC3)c2C)c2c1C(=O)c1ccccc1C2=O. The Y is -4.82 log mol/L. (6) The compound is CCCCN(CC)C(=O)SCCC. The Y is -3.41 log mol/L. (7) The compound is OCC1OC(O)(CO)C(O)C1O. The Y is 0.640 log mol/L.